Dataset: Full USPTO retrosynthesis dataset with 1.9M reactions from patents (1976-2016). Task: Predict the reactants needed to synthesize the given product. (1) Given the product [NH2:8][C:5]1[N:6]=[N:7][C:2]([N:18]2[CH:19]=[C:20]([CH3:23])[C:21](=[O:22])[C:16]([CH3:15])=[CH:17]2)=[C:3]([C:9]2[CH:14]=[CH:13][CH:12]=[CH:11][CH:10]=2)[N:4]=1, predict the reactants needed to synthesize it. The reactants are: Br[C:2]1[N:7]=[N:6][C:5]([NH2:8])=[N:4][C:3]=1[C:9]1[CH:14]=[CH:13][CH:12]=[CH:11][CH:10]=1.[CH3:15][C:16]1[CH:17]=[N:18][CH:19]=[C:20]([CH3:23])[C:21]=1[OH:22].C([O-])([O-])=O.[K+].[K+]. (2) Given the product [F:1][C:2]1[C:3]([NH2:17])=[CH:4][C:5]2[N:6]([N:8]=[C:9]([C:11]3[CH:16]=[CH:15][CH:14]=[CH:13][CH:12]=3)[N:10]=2)[CH:7]=1, predict the reactants needed to synthesize it. The reactants are: [F:1][C:2]1[C:3]([NH:17]C(=O)OC(C)(C)C)=[CH:4][C:5]2[N:6]([N:8]=[C:9]([C:11]3[CH:16]=[CH:15][CH:14]=[CH:13][CH:12]=3)[N:10]=2)[CH:7]=1.Cl.C(=O)([O-])[O-].[Na+].[Na+]. (3) Given the product [Br:1][C:2]1[N:6]2[N:7]=[C:8]([NH:16][CH2:15][C:14]3[CH:17]=[C:18]([F:21])[CH:19]=[CH:20][C:13]=3[F:12])[CH:9]=[CH:10][C:5]2=[N:4][CH:3]=1, predict the reactants needed to synthesize it. The reactants are: [Br:1][C:2]1[N:6]2[N:7]=[C:8](Cl)[CH:9]=[CH:10][C:5]2=[N:4][CH:3]=1.[F:12][C:13]1[CH:20]=[CH:19][C:18]([F:21])=[CH:17][C:14]=1[CH2:15][NH2:16].[F-].[K+]. (4) Given the product [C:1]([C:5]1[CH:24]=[CH:23][C:8]([C:9]([NH:11][C:12]2[CH:17]=[C:16]([C:31]3[CH:30]=[CH:29][CH:28]=[C:27]([CH2:26][OH:25])[CH:32]=3)[N:15]3[N:19]=[C:20]([CH3:22])[CH:21]=[C:14]3[N:13]=2)=[O:10])=[CH:7][CH:6]=1)([CH3:4])([CH3:3])[CH3:2], predict the reactants needed to synthesize it. The reactants are: [C:1]([C:5]1[CH:24]=[CH:23][C:8]([C:9]([NH:11][C:12]2[CH:17]=[C:16](Cl)[N:15]3[N:19]=[C:20]([CH3:22])[CH:21]=[C:14]3[N:13]=2)=[O:10])=[CH:7][CH:6]=1)([CH3:4])([CH3:3])[CH3:2].[OH:25][CH2:26][C:27]1[CH:28]=[C:29](B(O)O)[CH:30]=[CH:31][CH:32]=1.C([O-])([O-])=O.[Na+].[Na+]. (5) Given the product [ClH:1].[ClH:1].[CH3:24][C:22]1[C:21]([CH3:25])=[CH:20][C:18]2[NH:19][C:15]([CH2:14][N:11]3[CH:4]=[C:3]([CH2:2][C:5]4[N:6]=[C:7]([NH2:10])[NH:8][CH:9]=4)[N:13]=[N:12]3)=[N:16][C:17]=2[CH:23]=1, predict the reactants needed to synthesize it. The reactants are: [ClH:1].[CH2:2]([C:5]1[N:6]=[C:7]([NH2:10])[NH:8][CH:9]=1)[C:3]#[CH:4].[N:11]([CH2:14][C:15]1[NH:19][C:18]2[CH:20]=[C:21]([CH3:25])[C:22]([CH3:24])=[CH:23][C:17]=2[N:16]=1)=[N+:12]=[N-:13]. (6) Given the product [NH2:2][C:3]1[CH:11]=[C:10]([C@H:12]([NH:15][C:16]([N:18]2[C:24](=[O:25])[C@@H:23]([CH2:26][C:27]3[CH:32]=[C:31]([Cl:33])[CH:30]=[CH:29][C:28]=3[O:34][CH3:35])[CH2:22][NH:21][C:20](=[O:36])[CH2:19]2)=[O:17])[CH2:13][CH3:14])[CH:9]=[CH:8][C:4]=1[C:5]([OH:7])=[O:6], predict the reactants needed to synthesize it. The reactants are: Cl.[NH2:2][C:3]1[CH:11]=[C:10]([C@H:12]([NH:15][C:16]([N:18]2[C:24](=[O:25])[C@@H:23]([CH2:26][C:27]3[CH:32]=[C:31]([Cl:33])[CH:30]=[CH:29][C:28]=3[O:34][CH3:35])[CH2:22][NH:21][C:20](=[O:36])[CH2:19]2)=[O:17])[CH2:13][CH3:14])[CH:9]=[CH:8][C:4]=1[C:5]([OH:7])=[O:6].